From a dataset of Forward reaction prediction with 1.9M reactions from USPTO patents (1976-2016). Predict the product of the given reaction. Given the reactants [F:1][C:2]1[CH:7]=[CH:6][C:5]([CH3:8])=[CH:4][C:3]=1[S:9](Cl)(=[O:11])=[O:10].C([N:15](CC)CC)C.[NH2:20][C@@H:21]1[CH2:25][CH2:24][N:23]([C:26](OC(C)(C)C)=O)[CH2:22]1.CCN(C(C)C)C(C)C.BrC#N, predict the reaction product. The product is: [C:26]([N:23]1[CH2:24][CH2:25][C@@H:21]([NH:20][S:9]([C:3]2[CH:4]=[C:5]([CH3:8])[CH:6]=[CH:7][C:2]=2[F:1])(=[O:11])=[O:10])[CH2:22]1)#[N:15].